From a dataset of Forward reaction prediction with 1.9M reactions from USPTO patents (1976-2016). Predict the product of the given reaction. (1) Given the reactants [OH:1][C:2]1[CH:21]=[CH:20][CH:19]=[CH:18][C:3]=1[C:4]([N:6]([CH2:8][CH2:9][NH:10]C(=O)OC(C)(C)C)[CH3:7])=[O:5].FC(F)(F)C(O)=O, predict the reaction product. The product is: [NH2:10][CH2:9][CH2:8][N:6]([CH3:7])[C:4](=[O:5])[C:3]1[CH:18]=[CH:19][CH:20]=[CH:21][C:2]=1[OH:1]. (2) Given the reactants [F:1][C:2]([F:17])([F:16])[C:3]1[CH:8]=[CH:7][C:6]([C:9]2[CH:13]=[C:12]([CH2:14][OH:15])[O:11][N:10]=2)=[CH:5][CH:4]=1.[Cl:18]NC(=O)CCC(N)=O.S(=O)(=O)(O)O.O.[C:33]([OH:36])(=O)[CH3:34], predict the reaction product. The product is: [C:33]([O:15][CH2:14][C:12]1[O:11][N:10]=[C:9]([C:6]2[CH:5]=[CH:4][C:3]([C:2]([F:1])([F:16])[F:17])=[CH:8][CH:7]=2)[C:13]=1[Cl:18])(=[O:36])[CH3:34].